From a dataset of Full USPTO retrosynthesis dataset with 1.9M reactions from patents (1976-2016). Predict the reactants needed to synthesize the given product. (1) Given the product [CH2:1]([C:3]1[CH:8]=[CH:7][C:6]([C:9]2[CH:10]=[C:11]([CH2:18][CH2:19][CH:20]([OH:22])[CH3:21])[C:12]([OH:17])=[C:13]([F:16])[C:14]=2[F:15])=[CH:5][CH:4]=1)[CH3:2], predict the reactants needed to synthesize it. The reactants are: [CH2:1]([C:3]1[CH:8]=[CH:7][C:6]([C:9]2[C:14]([F:15])=[C:13]([F:16])[C:12]([OH:17])=[C:11]([CH2:18][CH2:19][C:20](=[O:22])[CH3:21])[CH:10]=2)=[CH:5][CH:4]=1)[CH3:2].[BH4-].[Na+]. (2) Given the product [C:21]([O:20][C:18]([N:15]1[CH2:16][CH2:17][N:12]([C:9]2[C:10]3[C:5](=[CH:4][CH:3]=[C:2]([S:33][C:28]4[CH:29]=[C:30]([CH3:32])[CH:31]=[C:26]([CH3:25])[CH:27]=4)[CH:11]=3)[CH:6]=[CH:7][N:8]=2)[CH2:13][CH2:14]1)=[O:19])([CH3:24])([CH3:23])[CH3:22], predict the reactants needed to synthesize it. The reactants are: Br[C:2]1[CH:11]=[C:10]2[C:5]([CH:6]=[CH:7][N:8]=[C:9]2[N:12]2[CH2:17][CH2:16][N:15]([C:18]([O:20][C:21]([CH3:24])([CH3:23])[CH3:22])=[O:19])[CH2:14][CH2:13]2)=[CH:4][CH:3]=1.[CH3:25][C:26]1[CH:27]=[C:28]([SH:33])[CH:29]=[C:30]([CH3:32])[CH:31]=1. (3) Given the product [CH3:1][S:2]([C:5]1[CH:6]=[C:7]([C:11]2[S:15][C:14]([CH2:16][N:17]([CH3:33])[S:18]([C:21]3[CH:26]=[CH:25][CH:24]=[CH:23][C:22]=3[C:27]([F:30])([F:28])[F:29])(=[O:20])=[O:19])=[CH:13][CH:12]=2)[CH:8]=[CH:9][CH:10]=1)(=[O:3])=[O:4], predict the reactants needed to synthesize it. The reactants are: [CH3:1][S:2]([C:5]1[CH:6]=[C:7]([C:11]2[S:15][C:14]([CH2:16][NH:17][S:18]([C:21]3[CH:26]=[CH:25][CH:24]=[CH:23][C:22]=3[C:27]([F:30])([F:29])[F:28])(=[O:20])=[O:19])=[CH:13][CH:12]=2)[CH:8]=[CH:9][CH:10]=1)(=[O:4])=[O:3].IC.[C:33](=O)([O-])[O-].[Cs+].[Cs+]. (4) Given the product [OH:3][C:1]([C:4]1[S:5][C:6]2[CH:12]=[CH:11][C:10]([NH:13][C:14](=[O:28])[C:15]3[CH:20]=[CH:19][C:18](/[CH:21]=[CH:22]/[C:23]([F:26])([F:24])[F:25])=[CH:17][C:16]=3[CH3:27])=[CH:9][C:7]=2[N:8]=1)([CH3:31])[CH3:2], predict the reactants needed to synthesize it. The reactants are: [C:1]([C:4]1[S:5][C:6]2[CH:12]=[CH:11][C:10]([NH:13][C:14](=[O:28])[C:15]3[CH:20]=[CH:19][C:18](/[CH:21]=[CH:22]/[C:23]([F:26])([F:25])[F:24])=[CH:17][C:16]=3[CH3:27])=[CH:9][C:7]=2[N:8]=1)(=[O:3])[CH3:2].[Li]C.[CH3:31]COCC.[NH4+].[Cl-].